This data is from Reaction yield outcomes from USPTO patents with 853,638 reactions. The task is: Predict the reaction yield, written as a fraction of the theoretical maximum amount of product (1.0 means a 100% yield; for example, 0.34 means a 34% yield). (1) The reactants are [CH:1]1([OH:9])[CH2:8][CH2:7][CH2:6][CH2:5][CH2:4][CH:3]=[CH:2]1.C([N:13]([CH:16]([CH3:18])[CH3:17])[CH2:14]C)(C)C.[OH:19]N1C2C=CC=CC=2N=N1.NC1C=[CH:34][C:33]([CH:36]([OH:42])[C:37]([O:39][CH2:40][CH3:41])=[O:38])=[CH:32]C=1. The catalyst is C1COCC1. The product is [CH:1]1([O:9][C:14]([NH:13][C:16]2[CH:17]=[CH:34][C:33]([CH:36]([OH:42])[C:37]([O:39][CH2:40][CH3:41])=[O:38])=[CH:32][CH:18]=2)=[O:19])[CH2:8][CH2:7][CH2:6][CH2:5][CH2:4][CH:3]=[CH:2]1. The yield is 0.990. (2) The reactants are [Cl:1][C:2]1[CH:3]=[C:4]2[C:9](=[CH:10][C:11]=1[O:12][C:13]1[CH:21]=[CH:20][C:16]([C:17](O)=[O:18])=[CH:15][CH:14]=1)[O:8][CH2:7][CH2:6][CH:5]2[C:22]([O:24][CH2:25][CH3:26])=[O:23].C(Cl)(=O)C(Cl)=O.[C:33]1([C:42]2[CH:47]=[CH:46][CH:45]=[CH:44][CH:43]=2)[CH:38]=[CH:37][C:36]([CH2:39][CH2:40][NH2:41])=[CH:35][CH:34]=1.C(N(CC)CC)C. The catalyst is ClCCl.CN(C=O)C. The product is [C:33]1([C:42]2[CH:43]=[CH:44][CH:45]=[CH:46][CH:47]=2)[CH:34]=[CH:35][C:36]([CH2:39][CH2:40][NH:41][C:17]([C:16]2[CH:15]=[CH:14][C:13]([O:12][C:11]3[CH:10]=[C:9]4[C:4]([CH:5]([C:22]([O:24][CH2:25][CH3:26])=[O:23])[CH2:6][CH2:7][O:8]4)=[CH:3][C:2]=3[Cl:1])=[CH:21][CH:20]=2)=[O:18])=[CH:37][CH:38]=1. The yield is 0.850. (3) The reactants are [OH:1][CH2:2][CH2:3][CH:4]1[S:8][C:7]([C:9]2[NH:10][C:11]3[C:16]([CH:17]=2)=[CH:15][CH:14]=[CH:13][C:12]=3[N:18]([CH3:27])[S:19]([C:22]2[S:23][CH:24]=[CH:25][CH:26]=2)(=[O:21])=[O:20])=[N:6][CH2:5]1.C(N(CC)CC)C.[CH3:35][S:36]([Cl:39])(=[O:38])=[O:37].O. The catalyst is O1CCCC1. The product is [CH3:35][S:36]([O:1][CH2:2][CH2:3][CH:4]1[S:8][C:7]([C:9]2[NH:10][C:11]3[C:16]([CH:17]=2)=[CH:15][CH:14]=[CH:13][C:12]=3[N:18]([CH3:27])[S:19]([C:22]2[S:23][CH:24]=[CH:25][CH:26]=2)(=[O:21])=[O:20])=[N:6][CH2:5]1)(=[O:38])=[O:37].[Cl:39][CH2:2][CH2:3][CH:4]1[S:8][C:7]([C:9]2[NH:10][C:11]3[C:16]([CH:17]=2)=[CH:15][CH:14]=[CH:13][C:12]=3[N:18]([CH3:27])[S:19]([C:22]2[S:23][CH:24]=[CH:25][CH:26]=2)(=[O:21])=[O:20])=[N:6][CH2:5]1. The yield is 0.540. (4) The reactants are C([NH:5][S:6]([C:9]1[S:10][C:11]([C:14]2[N:15]=[CH:16][N:17]([C:19]3[N:24]=[C:23]([C:25]([F:28])([F:27])[F:26])[CH:22]=[C:21]([C:29]4[CH:34]=[CH:33][C:32]([C:35]([F:38])([F:37])[F:36])=[CH:31][CH:30]=4)[N:20]=3)[CH:18]=2)=[CH:12][CH:13]=1)(=[O:8])=[O:7])(C)(C)C.C(O)(C(F)(F)F)=O. The catalyst is ClCCl. The product is [F:28][C:25]([F:26])([F:27])[C:23]1[CH:22]=[C:21]([C:29]2[CH:34]=[CH:33][C:32]([C:35]([F:36])([F:38])[F:37])=[CH:31][CH:30]=2)[N:20]=[C:19]([N:17]2[CH:18]=[C:14]([C:11]3[S:10][C:9]([S:6]([NH2:5])(=[O:8])=[O:7])=[CH:13][CH:12]=3)[N:15]=[CH:16]2)[N:24]=1. The yield is 0.0800. (5) The reactants are [N:1]([CH2:4][C@@H:5]([C:7]1[CH:8]=[CH:9][C:10]([O:23]CC2C=CC=CC=2)=[C:11]([NH:13][S:14]([C:17]2[CH:22]=[CH:21][CH:20]=[CH:19][CH:18]=2)(=[O:16])=[O:15])[CH:12]=1)[OH:6])=[N+]=[N-]. The catalyst is C(O)C.[Pd]. The product is [NH2:1][CH2:4][C@@H:5]([C:7]1[CH:8]=[CH:9][C:10]([OH:23])=[C:11]([NH:13][S:14]([C:17]2[CH:18]=[CH:19][CH:20]=[CH:21][CH:22]=2)(=[O:16])=[O:15])[CH:12]=1)[OH:6]. The yield is 0.690. (6) The reactants are [Cl:1][C:2]1[CH:7]=[CH:6][C:5]([S:8]([CH:11]2[CH2:16][CH2:15][NH:14][CH2:13][CH2:12]2)(=[O:10])=[O:9])=[CH:4][CH:3]=1.Cl[C:18]1[C:23]([Cl:24])=[CH:22][CH:21]=[CH:20][N:19]=1.CCN(C(C)C)C(C)C. The catalyst is O1CCOCC1. The product is [Cl:24][C:23]1[C:18]([N:14]2[CH2:15][CH2:16][CH:11]([S:8]([C:5]3[CH:4]=[CH:3][C:2]([Cl:1])=[CH:7][CH:6]=3)(=[O:9])=[O:10])[CH2:12][CH2:13]2)=[N:19][CH:20]=[CH:21][CH:22]=1. The yield is 0.400. (7) The reactants are [OH:1][C@@H:2]1[C:10]2[C:5](=[CH:6][CH:7]=[CH:8][CH:9]=2)[CH2:4][C@@:3]1([CH2:20][C:21]1[CH:29]=[CH:28][C:24]([C:25]([OH:27])=[O:26])=[CH:23][CH:22]=1)[C:11]1[CH2:12][C:13]2[C:18]([CH:19]=1)=[CH:17][CH:16]=[CH:15][CH:14]=2.C1CCC(N=C=NC2CCCCC2)CC1.C1C2C(COC([NH:62][CH2:63][C:64](O)=[O:65])=O)C3C(=CC=CC=3)C=2C=CC=1. The catalyst is CN(C1C=CN=CC=1)C.C(OCC)(=O)C. The product is [NH2:62][CH2:63][C:64]([O:1][C@@H:2]1[C:10]2[C:5](=[CH:6][CH:7]=[CH:8][CH:9]=2)[CH2:4][C@@:3]1([CH2:20][C:21]1[CH:29]=[CH:28][C:24]([C:25]([OH:27])=[O:26])=[CH:23][CH:22]=1)[C:11]1[CH2:12][C:13]2[C:18]([CH:19]=1)=[CH:17][CH:16]=[CH:15][CH:14]=2)=[O:65]. The yield is 0.560.